Dataset: Full USPTO retrosynthesis dataset with 1.9M reactions from patents (1976-2016). Task: Predict the reactants needed to synthesize the given product. The reactants are: C([O:3][C:4](=[O:34])[CH2:5][O:6][C:7]1[C:12]([CH2:13][CH2:14][CH3:15])=[CH:11][C:10]([O:16][CH2:17][CH2:18][C:19]2[N:20]=[C:21]([C:25]3[CH:30]=[CH:29][CH:28]=[CH:27][CH:26]=3)[O:22][C:23]=2[CH3:24])=[CH:9][C:8]=1[CH2:31][CH2:32][CH3:33])C.[OH-].[Na+]. Given the product [CH3:24][C:23]1[O:22][C:21]([C:25]2[CH:26]=[CH:27][CH:28]=[CH:29][CH:30]=2)=[N:20][C:19]=1[CH2:18][CH2:17][O:16][C:10]1[CH:9]=[C:8]([CH2:31][CH2:32][CH3:33])[C:7]([O:6][CH2:5][C:4]([OH:34])=[O:3])=[C:12]([CH2:13][CH2:14][CH3:15])[CH:11]=1, predict the reactants needed to synthesize it.